From a dataset of Reaction yield outcomes from USPTO patents with 853,638 reactions. Predict the reaction yield, written as a fraction of the theoretical maximum amount of product (1.0 means a 100% yield; for example, 0.34 means a 34% yield). (1) The yield is 0.700. The reactants are [I:1][C:2]1[C:10]([C:11]([O:13][CH2:14][CH3:15])=[O:12])=[C:5]2[CH2:6][NH:7][CH2:8][CH2:9][N:4]2[N:3]=1.[N:16]([C:19]([CH3:22])([CH3:21])[CH3:20])=[C:17]=[O:18]. The product is [C:19]([NH:16][C:17]([N:7]1[CH2:8][CH2:9][N:4]2[N:3]=[C:2]([I:1])[C:10]([C:11]([O:13][CH2:14][CH3:15])=[O:12])=[C:5]2[CH2:6]1)=[O:18])([CH3:22])([CH3:21])[CH3:20]. The catalyst is C1COCC1. (2) The reactants are [CH:1]1([CH2:6][C@@H:7]([C:19]([NH:21][NH:22][C:23]2[C:28]([F:29])=[C:27]([N:30]3[CH2:35][CH2:34][N:33]([CH3:36])[CH2:32][CH2:31]3)[N:26]=[C:25]([S:37][CH3:38])[N:24]=2)=[O:20])[CH2:8][N:9]([O:12]C2CCCCO2)[CH:10]=[O:11])[CH2:5][CH2:4][CH2:3][CH2:2]1. The catalyst is C(O)(=O)C.O. The product is [CH:1]1([CH2:6][C@@H:7]([C:19]([NH:21][NH:22][C:23]2[C:28]([F:29])=[C:27]([N:30]3[CH2:31][CH2:32][N:33]([CH3:36])[CH2:34][CH2:35]3)[N:26]=[C:25]([S:37][CH3:38])[N:24]=2)=[O:20])[CH2:8][N:9]([OH:12])[CH:10]=[O:11])[CH2:5][CH2:4][CH2:3][CH2:2]1. The yield is 0.651. (3) The reactants are O[CH2:2][C:3]1[CH:12]=[N:11][C:10]2[N:9]3[CH2:13][CH2:14][CH2:15][CH2:16][C@H:8]3[C:7](=[O:17])[NH:6][C:5]=2[CH:4]=1.[I-].C(C[P+](C)(C)C)#N.C(N(C(C)C)C(C)C)C.[N:35]1([C:41]2[CH:48]=[CH:47][C:44]([C:45]#[N:46])=[CH:43][CH:42]=2)[CH2:40][CH2:39][NH:38][CH2:37][CH2:36]1. The catalyst is C(#N)CC. The product is [O:17]=[C:7]1[NH:6][C:5]2[CH:4]=[C:3]([CH2:2][N:38]3[CH2:37][CH2:36][N:35]([C:41]4[CH:42]=[CH:43][C:44]([C:45]#[N:46])=[CH:47][CH:48]=4)[CH2:40][CH2:39]3)[CH:12]=[N:11][C:10]=2[N:9]2[CH2:13][CH2:14][CH2:15][CH2:16][C@@H:8]12. The yield is 0.200. (4) The reactants are [H-].[Na+].[NH:3]1[CH:7]=[CH:6][N:5]=[CH:4]1.ClC[C:10]1[CH:11]=[N:12][N:13]([C:15]2[CH:20]=[CH:19][C:18]([Cl:21])=[C:17]([Cl:22])[CH:16]=2)[CH:14]=1.[CH3:23]N(C=O)C. No catalyst specified. The product is [Cl:22][C:17]1[CH:16]=[C:15]([N:13]2[CH:14]=[C:10]([N:3]3[CH:7]=[CH:6][N:5]=[CH:4]3)[C:11]([CH3:23])=[N:12]2)[CH:20]=[CH:19][C:18]=1[Cl:21]. The yield is 0.410. (5) The reactants are C([O:4][C@@H:5]([C@@H:9]([NH:17][C:18](=[O:30])[C:19]1[CH:24]=[CH:23][CH:22]=[C:21]([O:25]C(=O)C)[C:20]=1[CH3:29])[CH2:10][C:11]1[CH:16]=[CH:15][CH:14]=[CH:13][CH:12]=1)[C:6]([OH:8])=O)(=O)C.N1C=CC=CC=1.O=S(Cl)Cl.Cl.[CH2:42]([NH:45][C:46]([C@@H:48]1[C:52]([CH3:54])([CH3:53])[S:51][CH2:50][NH:49]1)=[O:47])[CH:43]=[CH2:44].C(O[C@@H]([C@@H](NC(=O)C1C=CC=C(OC(=O)C)C=1C)CC1C=CC=CC=1)C(Cl)=O)(=O)C.C(NC([C@@H]1C(C)(C)SCN1)=O)C=C.[OH-].[K+].CO.C(O[C@H](C(N1[C@H](C(=O)NCC=C)C(C)(C)SC1)=O)[C@@H](NC(C1C(C)=C(OC(=O)C)C=CC=1)=O)CC1C=CC=CC=1)(=O)C.Cl. The catalyst is C(OCC)(=O)C.O.CO.CC#N. The product is [CH2:42]([NH:45][C:46]([C@@H:48]1[C:52]([CH3:54])([CH3:53])[S:51][CH2:50][N:49]1[C:6](=[O:8])[C@@H:5]([OH:4])[C@@H:9]([NH:17][C:18](=[O:30])[C:19]1[CH:24]=[CH:23][CH:22]=[C:21]([OH:25])[C:20]=1[CH3:29])[CH2:10][C:11]1[CH:12]=[CH:13][CH:14]=[CH:15][CH:16]=1)=[O:47])[CH:43]=[CH2:44]. The yield is 0.596.